Dataset: Forward reaction prediction with 1.9M reactions from USPTO patents (1976-2016). Task: Predict the product of the given reaction. (1) The product is: [O:43]=[C:36]([N:25]1[CH2:26][CH2:27][CH:22]([C:19]2[S:20][CH:21]=[C:17]([C:14]3[CH2:13][CH:12]([C:7]4[CH:8]=[CH:9][CH:10]=[CH:11][C:6]=4[O:5][CH2:2][C:3]#[CH:4])[O:16][N:15]=3)[N:18]=2)[CH2:23][CH2:24]1)[CH2:37][C:38]([O:40][CH2:41][CH3:42])=[O:39]. Given the reactants [Cl-].[CH2:2]([O:5][C:6]1[CH:11]=[CH:10][CH:9]=[CH:8][C:7]=1[CH:12]1[O:16][N:15]=[C:14]([C:17]2[N:18]=[C:19]([CH:22]3[CH2:27][CH2:26][NH2+:25][CH2:24][CH2:23]3)[S:20][CH:21]=2)[CH2:13]1)[C:3]#[CH:4].C(N(CC)CC)C.Cl[C:36](=[O:43])[CH2:37][C:38]([O:40][CH2:41][CH3:42])=[O:39].O, predict the reaction product. (2) Given the reactants [F:1][C:2]1[CH:28]=[CH:27][CH:26]=[C:25](I)[C:3]=1[C:4]([N:6]1[CH2:11][CH2:10][CH2:9][C@@H:8]([CH3:12])[C@H:7]1[CH2:13][N:14]1[C:22](=[O:23])[C:21]2[C:16](=[CH:17][CH:18]=[CH:19][CH:20]=2)[C:15]1=[O:24])=[O:5].C([Sn](CCCC)(CCCC)[C:35]1[N:40]=[CH:39][CH:38]=[CH:37][N:36]=1)CCC.[F-].[Cs+], predict the reaction product. The product is: [F:1][C:2]1[CH:28]=[CH:27][CH:26]=[C:25]([C:35]2[N:40]=[CH:39][CH:38]=[CH:37][N:36]=2)[C:3]=1[C:4]([N:6]1[CH2:11][CH2:10][CH2:9][C@@H:8]([CH3:12])[C@H:7]1[CH2:13][N:14]1[C:22](=[O:23])[C:21]2[C:16](=[CH:17][CH:18]=[CH:19][CH:20]=2)[C:15]1=[O:24])=[O:5].